From a dataset of Forward reaction prediction with 1.9M reactions from USPTO patents (1976-2016). Predict the product of the given reaction. (1) Given the reactants [CH2:1]([O:3][C:4](=[O:18])[C:5]1[CH:10]=[C:9]([CH3:11])[CH:8]=[C:7]([C:12]2[CH2:16][CH2:15][CH2:14][C:13]=2Br)[CH:6]=1)[CH3:2].[Cl:19][C:20]1[CH:21]=[CH:22][C:23]([O:29][CH2:30][C:31]2[CH:36]=[CH:35][C:34]([F:37])=[CH:33][C:32]=2[F:38])=[C:24](B(O)O)[CH:25]=1, predict the reaction product. The product is: [CH2:1]([O:3][C:4](=[O:18])[C:5]1[CH:10]=[C:9]([CH3:11])[CH:8]=[C:7]([C:12]2[CH2:16][CH2:15][CH2:14][C:13]=2[C:22]2[CH:21]=[C:20]([Cl:19])[CH:25]=[CH:24][C:23]=2[O:29][CH2:30][C:31]2[CH:36]=[CH:35][C:34]([F:37])=[CH:33][C:32]=2[F:38])[CH:6]=1)[CH3:2]. (2) Given the reactants [F:1][C:2]1[CH:20]=[C:19]([N+:21]([O-])=O)[CH:18]=[CH:17][C:3]=1[N:4]([CH2:11][CH2:12][O:13][CH2:14][CH2:15][CH3:16])[CH2:5][CH2:6][O:7][CH2:8][CH2:9][CH3:10], predict the reaction product. The product is: [F:1][C:2]1[CH:20]=[C:19]([NH2:21])[CH:18]=[CH:17][C:3]=1[N:4]([CH2:11][CH2:12][O:13][CH2:14][CH2:15][CH3:16])[CH2:5][CH2:6][O:7][CH2:8][CH2:9][CH3:10]. (3) The product is: [N:3]1([C:1]([O:13][C:14]([C:15]#[N:16])([CH3:18])[CH3:17])=[O:2])[CH:7]=[CH:6][N:5]=[CH:4]1. Given the reactants [C:1](N1C=CN=C1)([N:3]1[CH:7]=[CH:6][N:5]=[CH:4]1)=[O:2].[OH:13][C:14]([CH3:18])([CH3:17])[C:15]#[N:16].O, predict the reaction product. (4) Given the reactants C(NC1CC1)CCC=C.[C:10]([O:14][C:15]([NH:17][C@@H:18]([CH2:22][N:23]([CH:29]1[CH2:31][CH2:30]1)[CH2:24][CH2:25][CH2:26][CH:27]=[CH2:28])[C:19]([OH:21])=[O:20])=[O:16])([CH3:13])([CH3:12])[CH3:11], predict the reaction product. The product is: [C:10]([O:14][C:15]([NH:17][C@@H:18]([CH2:22][N:23]([CH:29]1[CH2:30][CH2:31]1)[CH2:24][CH2:25][CH2:26][CH:27]=[CH2:28])[C:19]([OH:21])=[O:20])=[O:16])([CH3:13])([CH3:11])[CH3:12]. (5) Given the reactants [Br:1][C:2]1[CH:3]=[C:4]([CH:8]=[CH:9][CH:10]=1)[C:5](O)=[O:6].CN(C=O)C.C(Cl)(=O)C([Cl:19])=O, predict the reaction product. The product is: [Br:1][C:2]1[CH:3]=[C:4]([CH:8]=[CH:9][CH:10]=1)[C:5]([Cl:19])=[O:6]. (6) Given the reactants C([N:4]1[C:12]2[C:7](=[CH:8][C:9]([C:13](Cl)=[O:14])=[CH:10][CH:11]=2)[C:6]([C:16]2[CH:21]=[CH:20][C:19]([F:22])=[CH:18][CH:17]=2)=[N:5]1)(=O)C.[OH-].[NH4+:24].O, predict the reaction product. The product is: [F:22][C:19]1[CH:20]=[CH:21][C:16]([C:6]2[C:7]3[C:12](=[CH:11][CH:10]=[C:9]([C:13]([NH2:24])=[O:14])[CH:8]=3)[NH:4][N:5]=2)=[CH:17][CH:18]=1. (7) Given the reactants [CH3:1][C:2]1[S:10][C:5]2=[CH:6][N:7]=[CH:8][CH:9]=[C:4]2[C:3]=1[N+:11]([O-])=O.C(N(CC)CC)C.[Cl:21][C:22]([Cl:27])([Cl:26])[C:23](Cl)=[O:24], predict the reaction product. The product is: [Cl:21][C:22]([Cl:27])([Cl:26])[C:23]([NH:11][C:3]1[C:4]2[C:5](=[CH:6][N:7]=[CH:8][CH:9]=2)[S:10][C:2]=1[CH3:1])=[O:24].